This data is from Forward reaction prediction with 1.9M reactions from USPTO patents (1976-2016). The task is: Predict the product of the given reaction. (1) Given the reactants [OH:1][C:2]1[C:7]([C@@H:8]2[CH2:12][CH2:11][N:10]([CH3:13])[C@H:9]2[CH2:14][OH:15])=[C:6]([O:16][CH3:17])[CH:5]=[C:4]([O:18][CH3:19])[C:3]=1[C:20](=[O:22])[CH3:21].[C:23]([C:25]1[CH:34]=[CH:33][C:28]([C:29](OC)=O)=[CH:27][CH:26]=1)#[N:24].[H-].[Na+], predict the reaction product. The product is: [OH:15][CH2:14][C@H:9]1[C@H:8]([C:7]2[C:6]([O:16][CH3:17])=[CH:5][C:4]([O:18][CH3:19])=[C:3]3[C:2]=2[O:1][C:29]([C:28]2[CH:33]=[CH:34][C:25]([C:23]#[N:24])=[CH:26][CH:27]=2)=[CH:21][C:20]3=[O:22])[CH2:12][CH2:11][N:10]1[CH3:13]. (2) Given the reactants C(OC(=O)[NH:7][C:8]1([C:12]2[CH:17]=[CH:16][C:15]([C:18]3[C:23]([C:24]4[CH:29]=[CH:28][CH:27]=[CH:26][CH:25]=4)=[CH:22][N:21]4[CH:30]=[CH:31][N:32]=[C:20]4[N:19]=3)=[CH:14][CH:13]=2)[CH2:11][CH2:10][CH2:9]1)(C)(C)C.Cl, predict the reaction product. The product is: [C:24]1([C:23]2[C:18]([C:15]3[CH:16]=[CH:17][C:12]([C:8]4([NH2:7])[CH2:11][CH2:10][CH2:9]4)=[CH:13][CH:14]=3)=[N:19][C:20]3[N:21]([CH:30]=[CH:31][N:32]=3)[CH:22]=2)[CH:25]=[CH:26][CH:27]=[CH:28][CH:29]=1.